Dataset: Reaction yield outcomes from USPTO patents with 853,638 reactions. Task: Predict the reaction yield, written as a fraction of the theoretical maximum amount of product (1.0 means a 100% yield; for example, 0.34 means a 34% yield). The reactants are C([O:8][CH2:9][C:10]1[S:11][CH:12]=[C:13]([C:15]2[CH:20]=[CH:19][C:18]([Cl:21])=[CH:17][CH:16]=2)[N:14]=1)C1C=CC=CC=1.B(Br)(Br)Br.C([O-])(O)=O.[Na+]. The catalyst is C(Cl)Cl. The product is [Cl:21][C:18]1[CH:17]=[CH:16][C:15]([C:13]2[N:14]=[C:10]([CH2:9][OH:8])[S:11][CH:12]=2)=[CH:20][CH:19]=1. The yield is 0.570.